Dataset: Forward reaction prediction with 1.9M reactions from USPTO patents (1976-2016). Task: Predict the product of the given reaction. (1) Given the reactants [OH:1][C:2]1[CH:7]=[CH:6][C:5]([CH:8]([CH3:11])C#N)=[CH:4][CH:3]=1.[C:12]1([CH2:18][CH2:19][CH2:20]Br)[CH:17]=[CH:16][CH:15]=[CH:14][CH:13]=1.C(=O)([O-])[O-].[K+].[K+].[CH3:28][N:29](C)C=O, predict the reaction product. The product is: [C:12]1([CH2:18][CH2:19][CH2:20][O:1][C:2]2[CH:3]=[CH:4][C:5]([CH2:8][CH2:11][C:28]#[N:29])=[CH:6][CH:7]=2)[CH:17]=[CH:16][CH:15]=[CH:14][CH:13]=1. (2) Given the reactants [CH3:1][CH2:2][CH2:3][CH2:4][CH2:5][CH2:6][CH2:7][CH2:8][C:9]1[CH:14]=[CH:13][C:12]([CH2:15][CH2:16][C:17]([NH2:22])([CH2:20]O)[CH2:18][OH:19])=[CH:11][CH:10]=1.Cl.C(N(S(F)(F)[F:30])CC)C.C(=O)(O)[O-].[Na+], predict the reaction product. The product is: [NH2:22][C:17]([CH2:20][F:30])([CH2:16][CH2:15][C:12]1[CH:13]=[CH:14][C:9]([CH2:8][CH2:7][CH2:6][CH2:5][CH2:4][CH2:3][CH2:2][CH3:1])=[CH:10][CH:11]=1)[CH2:18][OH:19]. (3) Given the reactants [CH3:1][C@H:2]1[CH2:8][C:7]2[CH:9]=[C:10]3[O:15][CH2:14][O:13][C:11]3=[CH:12][C:6]=2[C:5]([C:16]2[CH:21]=[CH:20][C:19]([N+:22]([O-:24])=[O:23])=[C:18]([CH3:25])[CH:17]=2)=[N:4][NH:3]1.[C:26](O[C:26](=[O:29])[CH2:27][CH3:28])(=[O:29])[CH2:27][CH3:28].O.C(=O)([O-])[O-].[Na+].[Na+], predict the reaction product. The product is: [CH3:1][C@H:2]1[CH2:8][C:7]2[CH:9]=[C:10]3[O:15][CH2:14][O:13][C:11]3=[CH:12][C:6]=2[C:5]([C:16]2[CH:21]=[CH:20][C:19]([N+:22]([O-:24])=[O:23])=[C:18]([CH3:25])[CH:17]=2)=[N:4][N:3]1[C:26](=[O:29])[CH2:27][CH3:28]. (4) The product is: [CH3:1][O:2][C:3](=[O:12])[CH2:4][C:5]1[CH:6]=[N:7][C:8]([C:13]#[N:14])=[CH:9][CH:10]=1. Given the reactants [CH3:1][O:2][C:3](=[O:12])[CH2:4][C:5]1[CH:6]=[N:7][C:8](Br)=[CH:9][CH:10]=1.[CH3:13][N:14](C=O)C, predict the reaction product. (5) The product is: [CH2:1]([N:8]([CH2:25][CH2:26][N:27]([CH3:29])[CH3:28])[C:9]([CH:11]1[CH2:16][CH2:15][C:14]2[C:17]3[C:22]([NH:30][C:31]4[C:40]([O:41][CH3:42])=[CH:39][C:34]5[NH:35][C:36](=[O:38])[S:37][C:33]=5[CH:32]=4)=[N:21][CH:20]=[N:19][C:18]=3[S:24][C:13]=2[CH2:12]1)=[O:10])[C:2]1[CH:7]=[CH:6][CH:5]=[CH:4][CH:3]=1. Given the reactants [CH2:1]([N:8]([CH2:25][CH2:26][N:27]([CH3:29])[CH3:28])[C:9]([CH:11]1[CH2:16][CH2:15][C:14]2[C:17]3[C:22](Cl)=[N:21][CH:20]=[N:19][C:18]=3[S:24][C:13]=2[CH2:12]1)=[O:10])[C:2]1[CH:7]=[CH:6][CH:5]=[CH:4][CH:3]=1.[NH2:30][C:31]1[C:40]([O:41][CH3:42])=[CH:39][C:34]2[NH:35][C:36](=[O:38])[S:37][C:33]=2[CH:32]=1, predict the reaction product. (6) Given the reactants C(O[C:4]([C:6]1[N:7]=[C:8]([C:15]2[C:20]([O:21][CH3:22])=[CH:19][CH:18]=[CH:17][C:16]=2[O:23][CH3:24])[N:9]([CH3:14])[C:10](=[O:13])[C:11]=1[OH:12])=[O:5])C.[Cl:25][C:26]1[CH:27]=[C:28]([CH:31]=[CH:32][C:33]=1[CH3:34])[CH2:29][NH2:30], predict the reaction product. The product is: [Cl:25][C:26]1[CH:27]=[C:28]([CH:31]=[CH:32][C:33]=1[CH3:34])[CH2:29][NH:30][C:4]([C:6]1[N:7]=[C:8]([C:15]2[C:20]([O:21][CH3:22])=[CH:19][CH:18]=[CH:17][C:16]=2[O:23][CH3:24])[N:9]([CH3:14])[C:10](=[O:13])[C:11]=1[OH:12])=[O:5].